From a dataset of NCI-60 drug combinations with 297,098 pairs across 59 cell lines. Regression. Given two drug SMILES strings and cell line genomic features, predict the synergy score measuring deviation from expected non-interaction effect. (1) Drug 1: CCN(CC)CCCC(C)NC1=C2C=C(C=CC2=NC3=C1C=CC(=C3)Cl)OC. Drug 2: C1CN(CCN1C(=O)CCBr)C(=O)CCBr. Cell line: SK-MEL-2. Synergy scores: CSS=54.5, Synergy_ZIP=-4.33, Synergy_Bliss=-0.385, Synergy_Loewe=-14.6, Synergy_HSA=-0.571. (2) Drug 1: CC(C1=C(C=CC(=C1Cl)F)Cl)OC2=C(N=CC(=C2)C3=CN(N=C3)C4CCNCC4)N. Drug 2: CC1=C(C(CCC1)(C)C)C=CC(=CC=CC(=CC(=O)O)C)C. Cell line: EKVX. Synergy scores: CSS=0.933, Synergy_ZIP=-0.107, Synergy_Bliss=-0.496, Synergy_Loewe=-5.63, Synergy_HSA=-3.31. (3) Drug 1: CS(=O)(=O)C1=CC(=C(C=C1)C(=O)NC2=CC(=C(C=C2)Cl)C3=CC=CC=N3)Cl. Drug 2: CC1C(C(CC(O1)OC2CC(CC3=C2C(=C4C(=C3O)C(=O)C5=C(C4=O)C(=CC=C5)OC)O)(C(=O)CO)O)N)O.Cl. Cell line: COLO 205. Synergy scores: CSS=53.4, Synergy_ZIP=-1.41, Synergy_Bliss=-0.831, Synergy_Loewe=-27.7, Synergy_HSA=0.334. (4) Drug 1: C1=CC(=CC=C1C#N)C(C2=CC=C(C=C2)C#N)N3C=NC=N3. Drug 2: C1CN(P(=O)(OC1)NCCCl)CCCl. Cell line: HOP-62. Synergy scores: CSS=5.21, Synergy_ZIP=-0.284, Synergy_Bliss=1.03, Synergy_Loewe=4.10, Synergy_HSA=-0.559. (5) Drug 1: CNC(=O)C1=NC=CC(=C1)OC2=CC=C(C=C2)NC(=O)NC3=CC(=C(C=C3)Cl)C(F)(F)F. Drug 2: COC1=C2C(=CC3=C1OC=C3)C=CC(=O)O2. Cell line: SF-539. Synergy scores: CSS=7.42, Synergy_ZIP=-6.57, Synergy_Bliss=-8.51, Synergy_Loewe=-9.16, Synergy_HSA=-5.60. (6) Drug 1: C1CCC(C1)C(CC#N)N2C=C(C=N2)C3=C4C=CNC4=NC=N3. Drug 2: CC(C)CN1C=NC2=C1C3=CC=CC=C3N=C2N. Cell line: COLO 205. Synergy scores: CSS=-1.99, Synergy_ZIP=4.88, Synergy_Bliss=6.68, Synergy_Loewe=-1.34, Synergy_HSA=-2.28.